From a dataset of Catalyst prediction with 721,799 reactions and 888 catalyst types from USPTO. Predict which catalyst facilitates the given reaction. (1) Reactant: [NH2:1][C:2]1[CH:3]=[CH:4][CH:5]=[C:6]2[C:11]=1[CH:10]=[C:9]([OH:12])[CH:8]=[CH:7]2.[C:13](O[C:13]([O:15][C:16]([CH3:19])([CH3:18])[CH3:17])=[O:14])([O:15][C:16]([CH3:19])([CH3:18])[CH3:17])=[O:14].C(Cl)Cl.CCOCC. Product: [C:16]([O:15][C:13](=[O:14])[NH:1][C:2]1[C:11]2[C:6](=[CH:7][CH:8]=[C:9]([OH:12])[CH:10]=2)[CH:5]=[CH:4][CH:3]=1)([CH3:19])([CH3:18])[CH3:17]. The catalyst class is: 539. (2) Reactant: [CH:1]1([C:7]2[N:12]3[N:13]=[CH:14][C:15]([C:16]#[N:17])=[C:11]3[N:10]=[CH:9][C:8]=2[C:18]2[CH:23]=[CH:22][C:21]([OH:24])=[CH:20][CH:19]=2)[CH2:6][CH2:5][CH2:4][CH2:3][CH2:2]1.C(=O)([O-])[O-].[Cs+].[Cs+].[F:31][C:32]([F:42])([F:41])[C:33]1[CH:34]=[C:35]([CH:38]=[CH:39][CH:40]=1)[CH2:36]Br. Product: [CH:1]1([C:7]2[N:12]3[N:13]=[CH:14][C:15]([C:16]#[N:17])=[C:11]3[N:10]=[CH:9][C:8]=2[C:18]2[CH:19]=[CH:20][C:21]([O:24][CH2:36][C:35]3[CH:38]=[CH:39][CH:40]=[C:33]([C:32]([F:31])([F:41])[F:42])[CH:34]=3)=[CH:22][CH:23]=2)[CH2:2][CH2:3][CH2:4][CH2:5][CH2:6]1. The catalyst class is: 35. (3) Product: [CH:1]1([N:4]([CH2:27][C:28]2[CH:33]=[C:32]([CH2:34][CH2:35][CH2:36][O:37][CH3:38])[CH:31]=[C:30]([O:39][CH2:40][CH2:41][O:42][CH3:43])[CH:29]=2)[C:5]([CH:7]2[C:12]([OH:19])([C:13]3[CH:14]=[CH:15][N:16]=[CH:17][CH:18]=3)[CH2:11][CH2:10][NH:9][CH2:8]2)=[O:6])[CH2:3][CH2:2]1. The catalyst class is: 2. Reactant: [CH:1]1([N:4]([CH2:27][C:28]2[CH:33]=[C:32]([CH2:34][CH2:35][CH2:36][O:37][CH3:38])[CH:31]=[C:30]([O:39][CH2:40][CH2:41][O:42][CH3:43])[CH:29]=2)[C:5]([C@@H:7]2[C@@:12]([OH:19])([C:13]3[CH:18]=[CH:17][N:16]=[CH:15][CH:14]=3)[CH2:11][CH2:10][N:9](C(OC(C)(C)C)=O)[CH2:8]2)=[O:6])[CH2:3][CH2:2]1.Cl. (4) Reactant: [F-].C([N+](CCCC)(CCCC)CCCC)CCC.[Br:19][C:20]1([Si](C)(C)C)[CH:24]=[C:23]([C:25]2[CH:30]=[CH:29][CH:28]=[CH:27][N:26]=2)[O:22][CH2:21]1. Product: [Br:19][C:20]1[CH:24]=[C:23]([C:25]2[CH:30]=[CH:29][CH:28]=[CH:27][N:26]=2)[O:22][CH:21]=1. The catalyst class is: 7. (5) Reactant: [Cl:1][C:2]1[CH:3]=[C:4]([N:9]2[C:13]3=[CH:14][CH2:15][CH2:16][CH2:17][C:12]3([CH2:18][C:19]3[CH:26]=[CH:25][C:22]([C:23]#[N:24])=[CH:21][CH:20]=3)[NH:11][C:10]2=[O:27])[CH:5]=[C:6]([Cl:8])[CH:7]=1.[H-].[Na+].[CH3:30]I. Product: [Cl:1][C:2]1[CH:3]=[C:4]([N:9]2[C:13]3=[CH:14][CH2:15][CH2:16][CH2:17][C:12]3([CH2:18][C:19]3[CH:20]=[CH:21][C:22]([C:23]#[N:24])=[CH:25][CH:26]=3)[N:11]([CH3:30])[C:10]2=[O:27])[CH:5]=[C:6]([Cl:8])[CH:7]=1. The catalyst class is: 3. (6) Reactant: [NH2:1][CH:2]([C:4]1[N:5]=[C:6]2[S:19][CH:18]=[CH:17][N:7]2[C:8](=[O:16])[C:9]=1[C:10]1[CH:15]=[CH:14][CH:13]=[CH:12][CH:11]=1)[CH3:3].Br[C:21]1[N:29]=[CH:28][N:27]=[C:26]2[C:22]=1[N:23]=[CH:24][NH:25]2.C(N(CC)C(C)C)(C)C. Product: [C:10]1([C:9]2[C:8](=[O:16])[N:7]3[CH:17]=[CH:18][S:19][C:6]3=[N:5][C:4]=2[CH:2]([NH:1][C:21]2[N:29]=[CH:28][N:27]=[C:26]3[C:22]=2[N:23]=[CH:24][NH:25]3)[CH3:3])[CH:15]=[CH:14][CH:13]=[CH:12][CH:11]=1. The catalyst class is: 8. (7) Reactant: C(OC(=O)[NH:7][CH:8]1[CH2:13][CH2:12][N:11]([C:14]2[CH:15]=[C:16]([F:27])[C:17]3[C:21]([NH2:22])=[C:20]([C:23](=[O:25])[NH2:24])[S:19][C:18]=3[CH:26]=2)[CH2:10][CH2:9]1)(C)(C)C.Cl. Product: [NH2:22][C:21]1[C:17]2[C:16]([F:27])=[CH:15][C:14]([N:11]3[CH2:10][CH2:9][CH:8]([NH2:7])[CH2:13][CH2:12]3)=[CH:26][C:18]=2[S:19][C:20]=1[C:23]([NH2:24])=[O:25]. The catalyst class is: 135. (8) Reactant: [C:1]([N:4]1[C:8]2[N:9]=[CH:10][CH:11]=[C:12]([C:13]#[N:14])[C:7]=2[CH:6]=[CH:5]1)(=[O:3])[CH3:2].CCN(CC)CC.[C:22](OC(=O)C)(=[O:24])[CH3:23]. Product: [C:1]([N:4]1[C:8]2=[N:9][CH:10]=[CH:11][C:12]([CH2:13][NH:14][C:22](=[O:24])[CH3:23])=[C:7]2[CH2:6][CH2:5]1)(=[O:3])[CH3:2]. The catalyst class is: 350. (9) Reactant: [C:1]([O:5][C:6]([N:8]1[CH2:13][CH:12]=[C:11]([C:14]2[C:19]([CH3:20])=[CH:18][CH:17]=[CH:16][C:15]=2[F:21])[CH2:10][CH2:9]1)=[O:7])([CH3:4])([CH3:3])[CH3:2]. Product: [C:1]([O:5][C:6]([N:8]1[CH2:13][CH2:12][CH:11]([C:14]2[C:19]([CH3:20])=[CH:18][CH:17]=[CH:16][C:15]=2[F:21])[CH2:10][CH2:9]1)=[O:7])([CH3:4])([CH3:3])[CH3:2]. The catalyst class is: 19. (10) Reactant: [Cl:1][C:2]1[C:11]2[CH2:10][N:9]([C@H:12]([CH:16]([CH3:18])[CH3:17])[C:13](O)=[O:14])[C:8](=[O:19])[C:7]3=[CH:20][NH:21][C:5]([C:6]=23)=[N:4][CH:3]=1.[NH:22]1[CH2:27][CH2:26][CH:25]([C:28]#[N:29])[CH2:24][CH2:23]1.CN(C(ON1N=NC2C=CC=NC1=2)=[N+](C)C)C.F[P-](F)(F)(F)(F)F. Product: [Cl:1][C:2]1[C:11]2[CH2:10][N:9]([C@H:12]([CH:16]([CH3:18])[CH3:17])[C:13]([N:22]3[CH2:27][CH2:26][CH:25]([C:28]#[N:29])[CH2:24][CH2:23]3)=[O:14])[C:8](=[O:19])[C:7]3=[CH:20][NH:21][C:5]([C:6]=23)=[N:4][CH:3]=1. The catalyst class is: 1.